Dataset: Forward reaction prediction with 1.9M reactions from USPTO patents (1976-2016). Task: Predict the product of the given reaction. (1) Given the reactants [CH3:1][C:2]1([CH3:10])[CH2:9][C:7](=O)[CH2:6][C:4](=[O:5])[CH2:3]1.C1(C)C=CC(S(O)(=O)=O)=CC=1, predict the reaction product. The product is: [CH3:1][C:2]1([CH3:10])[CH2:9][CH2:7][CH2:6][C:4](=[O:5])[CH2:3]1. (2) Given the reactants [C:1]([C:5]1[CH:39]=[CH:38][C:8]([CH2:9][O:10][C:11]2[CH:16]=[CH:15][CH:14]=[CH:13][C:12]=2/[CH:17]=[CH:18]/[CH:19]([CH2:29][C:30]2[CH:35]=[CH:34][C:33]([C:36]#[N:37])=[CH:32][CH:31]=2)[CH2:20][CH2:21][CH2:22][CH2:23][C:24]([O:26][CH2:27][CH3:28])=[O:25])=[CH:7][CH:6]=1)([CH3:4])([CH3:3])[CH3:2].C[Si]([N:44]=[N+:45]=[N-:46])(C)C.C([Sn](=O)CCCC)CCC, predict the reaction product. The product is: [C:1]([C:5]1[CH:39]=[CH:38][C:8]([CH2:9][O:10][C:11]2[CH:16]=[CH:15][CH:14]=[CH:13][C:12]=2/[CH:17]=[CH:18]/[CH:19]([CH2:29][C:30]2[CH:35]=[CH:34][C:33]([C:36]3[NH:46][N:45]=[N:44][N:37]=3)=[CH:32][CH:31]=2)[CH2:20][CH2:21][CH2:22][CH2:23][C:24]([O:26][CH2:27][CH3:28])=[O:25])=[CH:7][CH:6]=1)([CH3:2])([CH3:3])[CH3:4]. (3) Given the reactants [Br:1][C:2]1[CH:7]=[CH:6][C:5]([C:8](=O)[CH2:9][C:10]2[CH:15]=[CH:14][CH:13]=[CH:12][CH:11]=2)=[CH:4][CH:3]=1.[CH2:17]([O:19][C:20]1[CH:21]=[C:22]([CH:25]=[C:26]([N+:29]([O-:31])=[O:30])[C:27]=1[OH:28])[CH:23]=O)[CH3:18].[NH2:32][C:33]([NH2:35])=[O:34].Cl, predict the reaction product. The product is: [Br:1][C:2]1[CH:7]=[CH:6][C:5]([C:8]2[NH:35][C:33](=[O:34])[NH:32][CH:23]([C:22]3[CH:25]=[C:26]([N+:29]([O-:31])=[O:30])[C:27]([OH:28])=[C:20]([O:19][CH2:17][CH3:18])[CH:21]=3)[C:9]=2[C:10]2[CH:15]=[CH:14][CH:13]=[CH:12][CH:11]=2)=[CH:4][CH:3]=1. (4) The product is: [C:13]([O:12][C:3]1[CH:4]=[CH:5][C:6](/[CH:7]=[CH:8]/[C:9]([OH:11])=[O:10])=[CH:1][CH:2]=1)(=[O:15])[CH3:14]. Given the reactants [CH:1]1[C:6](/[CH:7]=[CH:8]/[C:9]([OH:11])=[O:10])=[CH:5][CH:4]=[C:3]([OH:12])[CH:2]=1.[C:13](OC(=O)C)(=[O:15])[CH3:14].Cl, predict the reaction product. (5) Given the reactants O1CCCC1.[C:6]([OH:13])(=[O:12])/[CH:7]=[CH:8]/[C:9]([OH:11])=[O:10].[C:14]([O:18][CH2:19][CH2:20][OH:21])(=[O:17])[CH:15]=[CH2:16], predict the reaction product. The product is: [C:6]([OH:13])(=[O:12])/[CH:7]=[CH:8]/[C:9]([OH:11])=[O:10].[C:14]([O:18][CH2:19][CH2:20][OH:21])(=[O:17])[CH:15]=[CH2:16]. (6) Given the reactants [CH3:1][C:2]1[S:6][C:5]([C:7]2[CH:8]=[N:9][CH:10]=[CH:11][CH:12]=2)=[N:4][C:3]=1[C:13]1[CH:18]=[CH:17][C:16]([N+:19]([O-])=O)=[CH:15][CH:14]=1, predict the reaction product. The product is: [CH3:1][C:2]1[S:6][C:5]([C:7]2[CH:8]=[N:9][CH:10]=[CH:11][CH:12]=2)=[N:4][C:3]=1[C:13]1[CH:18]=[CH:17][C:16]([NH2:19])=[CH:15][CH:14]=1. (7) Given the reactants [CH2:1]([N:3]1[C:16](=[O:17])[C:15]2[C:10](=[CH:11][C:12]([N+:18]([O-])=O)=[CH:13][CH:14]=2)[C:9]2[CH:8]=[CH:7][CH:6]=[CH:5][C:4]1=2)[CH3:2], predict the reaction product. The product is: [NH2:18][C:12]1[CH:11]=[C:10]2[C:15]([C:16](=[O:17])[N:3]([CH2:1][CH3:2])[C:4]3[CH:5]=[CH:6][CH:7]=[CH:8][C:9]=32)=[CH:14][CH:13]=1.